This data is from Reaction yield outcomes from USPTO patents with 853,638 reactions. The task is: Predict the reaction yield, written as a fraction of the theoretical maximum amount of product (1.0 means a 100% yield; for example, 0.34 means a 34% yield). (1) The product is [Br:3][C:4]1[CH:5]=[CH:6][C:7]2[O:13][CH2:14][C:15](=[O:17])[NH:10][C:8]=2[N:9]=1. The reactants are [Cl-].[NH4+].[Br:3][C:4]1[N:9]=[C:8]([N+:10]([O-])=O)[C:7]([O:13][CH2:14][C:15]([O:17]CC)=O)=[CH:6][CH:5]=1. The yield is 0.800. The catalyst is O.CO.[Fe]. (2) The reactants are [CH3:1][O:2][C:3]1[C:4]2[CH2:5][C:6]3[CH2:10][N:9]([C@@H:11]([CH2:15][CH:16]4[CH2:21][CH2:20][CH2:19][CH2:18][CH2:17]4)[C:12](O)=[O:13])[C:8](=[O:22])[C:7]=3[O:23][C:24]=2[CH:25]=[CH:26][CH:27]=1.[CH3:28][O:29][C:30](=[O:38])[C:31]1[CH:36]=[CH:35][C:34]([NH2:37])=[N:33][CH:32]=1.ON1C2C=CC=CC=2N=N1. The catalyst is C(Cl)Cl.O. The product is [CH3:28][O:29][C:30](=[O:38])[C:31]1[CH:36]=[CH:35][C:34]([NH:37][C:12](=[O:13])[C@@H:11]([N:9]2[CH2:10][C:6]3[CH2:5][C:4]4[C:3]([O:2][CH3:1])=[CH:27][CH:26]=[CH:25][C:24]=4[O:23][C:7]=3[C:8]2=[O:22])[CH2:15][CH:16]2[CH2:17][CH2:18][CH2:19][CH2:20][CH2:21]2)=[N:33][CH:32]=1. The yield is 0.184.